From a dataset of Reaction yield outcomes from USPTO patents with 853,638 reactions. Predict the reaction yield, written as a fraction of the theoretical maximum amount of product (1.0 means a 100% yield; for example, 0.34 means a 34% yield). (1) The reactants are [F:1][C:2]([F:30])([F:29])[CH:3]([N:7]1[CH:11]=[C:10]([C:12]2[C:13]3[CH:20]=[CH:19][N:18]([CH2:21][O:22][CH2:23][CH2:24][Si:25]([CH3:28])([CH3:27])[CH3:26])[C:14]=3[N:15]=[CH:16][N:17]=2)[CH:9]=[N:8]1)[CH2:4][C:5]#N.[H-].C([Al+]CC(C)C)C(C)C.C[OH:42].Cl. The catalyst is C(Cl)Cl.O. The product is [F:1][C:2]([F:29])([F:30])[CH:3]([N:7]1[CH:11]=[C:10]([C:12]2[C:13]3[CH:20]=[CH:19][N:18]([CH2:21][O:22][CH2:23][CH2:24][Si:25]([CH3:26])([CH3:27])[CH3:28])[C:14]=3[N:15]=[CH:16][N:17]=2)[CH:9]=[N:8]1)[CH2:4][CH:5]=[O:42]. The yield is 0.470. (2) The reactants are N[C:2]1[CH:7]=[C:6]([CH3:8])[C:5]([CH3:9])=[CH:4][C:3]=1[S:10]([NH:13][C:14]1[CH:15]=[CH:16][CH:17]=[C:18]2[C:23]=1[N:22]=[CH:21][CH:20]=[CH:19]2)(=[O:12])=[O:11].C(ON=O)(C)(C)C. The catalyst is C(O)(=O)C.C1COCC1. The product is [CH3:9][C:5]1[CH:4]=[C:3]2[C:2](=[CH:7][C:6]=1[CH3:8])[C:15]1[C:14](=[C:23]3[C:18](=[CH:17][CH:16]=1)[CH:19]=[CH:20][CH:21]=[N:22]3)[NH:13][S:10]2(=[O:12])=[O:11]. The yield is 0.0700.